Dataset: Catalyst prediction with 721,799 reactions and 888 catalyst types from USPTO. Task: Predict which catalyst facilitates the given reaction. (1) Reactant: [NH2:1][C@H:2]([C:4]1[N:5]([C:16]2[CH:21]=[CH:20][CH:19]=[CH:18][CH:17]=2)[C:6](=[O:15])[C:7]2[C:12]([CH:13]=1)=[CH:11][CH:10]=[CH:9][C:8]=2[Cl:14])[CH3:3].Cl[C:23]1[N:31]=[CH:30][N:29]=[C:28]2[C:24]=1[N:25]=[CH:26][N:27]2[CH:32]1[CH2:37][CH2:36][CH2:35][CH2:34][O:33]1.CCN(C(C)C)C(C)C. Product: [Cl:14][C:8]1[CH:9]=[CH:10][CH:11]=[C:12]2[C:7]=1[C:6](=[O:15])[N:5]([C:16]1[CH:21]=[CH:20][CH:19]=[CH:18][CH:17]=1)[C:4]([C@@H:2]([NH:1][C:23]1[N:31]=[CH:30][N:29]=[C:28]3[C:24]=1[N:25]=[CH:26][N:27]3[CH:32]1[CH2:37][CH2:36][CH2:35][CH2:34][O:33]1)[CH3:3])=[CH:13]2. The catalyst class is: 114. (2) Reactant: [ClH:1].C([O:9][C:10]([NH:12][CH2:13][CH2:14][CH2:15][C@@H:16]([C:33](=[O:51])[N:34]([CH2:48][CH2:49][OH:50])[CH2:35][CH2:36][NH:37][C:38](=[O:47])[O:39][CH2:40][C:41]1[CH:46]=[CH:45][CH:44]=[CH:43][CH:42]=1)[NH:17][C:18]([CH:20]1[CH2:25][CH2:24][CH2:23][N:22](C(OC(C)(C)C)=O)[CH2:21]1)=[O:19])=[O:11])C1C=CC=CC=1. Product: [ClH:1].[CH2:40]([N:12]([CH2:13][CH2:14][CH2:15][C@H:16]([NH:17][C:18]([CH:20]1[CH2:25][CH2:24][CH2:23][NH:22][CH2:21]1)=[O:19])[C:33]([N:34]([CH2:35][CH2:36][NH:37][C:38]([O:39][CH2:40][C:41]1[CH:46]=[CH:45][CH:44]=[CH:43][CH:42]=1)=[O:47])[CH2:48][CH2:49][OH:50])=[O:51])[C:10](=[O:11])[OH:9])[C:41]1[CH:46]=[CH:45][CH:44]=[CH:43][CH:42]=1. The catalyst class is: 12. (3) Reactant: O=[C:2]([CH3:11])[CH2:3][CH:4]1[C:9](=O)[CH2:8][CH2:7][O:6][CH2:5]1.Cl.[NH2:13][CH2:14][C:15]([O:17][CH2:18][CH3:19])=[O:16].C(=O)(O)[O-].[Na+]. Product: [CH3:11][C:2]1[N:13]([CH2:14][C:15]([O:17][CH2:18][CH3:19])=[O:16])[C:9]2[CH2:8][CH2:7][O:6][CH2:5][C:4]=2[CH:3]=1. The catalyst class is: 4. (4) Reactant: [Br:1][C:2]1[CH:3]=[C:4]2[C:9](=[CH:10][CH:11]=1)[N:8]=[C:7]([CH2:12][CH:13]([CH3:15])[CH3:14])[C:6]([CH2:16]O)=[C:5]2[C:18]1[CH:23]=[CH:22][CH:21]=[CH:20][CH:19]=1.S(Cl)(Cl)=O.[C:28]1(=[O:38])[NH:32][C:31](=[O:33])[C:30]2=[CH:34][CH:35]=[CH:36][CH:37]=[C:29]12.[K]. Product: [Br:1][C:2]1[CH:3]=[C:4]2[C:9](=[CH:10][CH:11]=1)[N:8]=[C:7]([CH2:12][CH:13]([CH3:15])[CH3:14])[C:6]([CH2:16][N:32]1[C:28](=[O:38])[C:29]3[C:30](=[CH:34][CH:35]=[CH:36][CH:37]=3)[C:31]1=[O:33])=[C:5]2[C:18]1[CH:19]=[CH:20][CH:21]=[CH:22][CH:23]=1. The catalyst class is: 11. (5) Reactant: [CH3:1][O:2][C:3](=[O:23])[C:4](O)([C:18]([F:21])([F:20])[F:19])[C:5]1[C:9](=[O:10])[N:8]([C:11]2[CH:16]=[CH:15][CH:14]=[CH:13][CH:12]=2)[NH:7][C:6]=1[CH3:17].S(Cl)(Cl)=O. Product: [CH3:1][O:2][C:3](=[O:23])[C:4](=[C:5]1[C:9](=[O:10])[N:8]([C:11]2[CH:12]=[CH:13][CH:14]=[CH:15][CH:16]=2)[N:7]=[C:6]1[CH3:17])[C:18]([F:20])([F:21])[F:19]. The catalyst class is: 11. (6) Reactant: [NH:1]1[CH2:6][CH2:5][CH:4]([CH2:7][CH:8]2[CH2:13][CH2:12][N:11]([C:14]([O:16][C:17]([CH3:20])([CH3:19])[CH3:18])=[O:15])[CH2:10][CH2:9]2)[CH2:3][CH2:2]1.[H-].[H-].[H-].[H-].[Li+].[Al+3].[CH:27](OCC)=O. The catalyst class is: 7. Product: [CH3:27][N:1]1[CH2:2][CH2:3][CH:4]([CH2:7][CH:8]2[CH2:9][CH2:10][N:11]([C:14]([O:16][C:17]([CH3:20])([CH3:19])[CH3:18])=[O:15])[CH2:12][CH2:13]2)[CH2:5][CH2:6]1. (7) Reactant: [CH3:1][C:2]1([CH3:18])[CH2:13][C:10]2([CH2:12][CH2:11]2)[C:9]2[C:4](=[CH:5][CH:6]=[C:7]([C:14](OC)=[O:15])[CH:8]=2)[O:3]1.CC(C[AlH]CC(C)C)C.CC(OI1(OC(C)=O)(OC(C)=O)OC(=O)C2C=CC=CC1=2)=O. Product: [CH3:1][C:2]1([CH3:18])[CH2:13][C:10]2([CH2:11][CH2:12]2)[C:9]2[C:4](=[CH:5][CH:6]=[C:7]([CH:14]=[O:15])[CH:8]=2)[O:3]1. The catalyst class is: 451.